From a dataset of Forward reaction prediction with 1.9M reactions from USPTO patents (1976-2016). Predict the product of the given reaction. Given the reactants [Cl:1][C:2]1[CH:7]=[CH:6][C:5]([C:8]2[CH:13]=[C:12]([CH:14]3[CH2:16][CH2:15]3)[N:11]3[N:17]=[CH:18][C:19]([C:20]#[CH:21])=[C:10]3[N:9]=2)=[CH:4][CH:3]=1.[OH:22][CH2:23][C:24]([NH:27][S:28]([C:31]1[CH:32]=[N:33][CH:34]=[C:35](Br)[CH:36]=1)(=[O:30])=[O:29])([CH3:26])[CH3:25], predict the reaction product. The product is: [OH:22][CH2:23][C:24]([NH:27][S:28]([C:31]1[CH:32]=[N:33][CH:34]=[C:35]([C:21]#[C:20][C:19]2[CH:18]=[N:17][N:11]3[C:12]([CH:14]4[CH2:16][CH2:15]4)=[CH:13][C:8]([C:5]4[CH:6]=[CH:7][C:2]([Cl:1])=[CH:3][CH:4]=4)=[N:9][C:10]=23)[CH:36]=1)(=[O:30])=[O:29])([CH3:26])[CH3:25].